This data is from Forward reaction prediction with 1.9M reactions from USPTO patents (1976-2016). The task is: Predict the product of the given reaction. (1) Given the reactants C([O:5][C:6]([C:8]1[S:9][C:10]([CH2:13][CH2:14][C:15]([O:17][CH2:18][CH3:19])=[O:16])=[CH:11][CH:12]=1)=[O:7])(C)(C)C.FC(F)(F)C(O)=O, predict the reaction product. The product is: [CH2:18]([O:17][C:15]([CH2:14][CH2:13][C:10]1[S:9][C:8]([C:6]([OH:7])=[O:5])=[CH:12][CH:11]=1)=[O:16])[CH3:19]. (2) Given the reactants [F:1][C:2]1[CH:15]=[C:14]([O:16]C)[CH:13]=[CH:12][C:3]=1[CH2:4][CH2:5][N:6]1[CH2:10][CH2:9][CH2:8][C@H:7]1[CH3:11].B(Br)(Br)Br, predict the reaction product. The product is: [F:1][C:2]1[CH:15]=[C:14]([OH:16])[CH:13]=[CH:12][C:3]=1[CH2:4][CH2:5][N:6]1[CH2:10][CH2:9][CH2:8][C@H:7]1[CH3:11]. (3) Given the reactants [N:1]1[CH:6]=[CH:5][C:4]([C:7]2[N:11]=[C:10]([CH2:12][C:13]([O:15]CC)=[O:14])[NH:9][N:8]=2)=[CH:3][CH:2]=1.[OH-].[Li+].C1COCC1, predict the reaction product. The product is: [N:1]1[CH:6]=[CH:5][C:4]([C:7]2[N:11]=[C:10]([CH2:12][C:13]([OH:15])=[O:14])[NH:9][N:8]=2)=[CH:3][CH:2]=1.